Dataset: Reaction yield outcomes from USPTO patents with 853,638 reactions. Task: Predict the reaction yield, written as a fraction of the theoretical maximum amount of product (1.0 means a 100% yield; for example, 0.34 means a 34% yield). (1) The reactants are [CH2:1]([N:3]([CH2:30][CH3:31])[CH2:4][CH2:5][N:6]1[C:14]2[C:9](=[CH:10][C:11]([N+:15]([O-])=O)=[CH:12][CH:13]=2)[CH:8]=[C:7]1[CH2:18][C:19]1[CH:24]=[CH:23][C:22]([O:25][C:26]([F:29])([F:28])[F:27])=[CH:21][CH:20]=1)[CH3:2].I.CS[C:35]([C:37]1[S:38][CH:39]=[CH:40][CH:41]=1)=[NH:36]. The catalyst is C(O)C.C(OCC)C.[Pd]. The product is [CH2:1]([N:3]([CH2:30][CH3:31])[CH2:4][CH2:5][N:6]1[C:14]2[C:9](=[CH:10][C:11]([NH:15][C:35]([C:37]3[S:38][CH:39]=[CH:40][CH:41]=3)=[NH:36])=[CH:12][CH:13]=2)[CH:8]=[C:7]1[CH2:18][C:19]1[CH:24]=[CH:23][C:22]([O:25][C:26]([F:29])([F:28])[F:27])=[CH:21][CH:20]=1)[CH3:2]. The yield is 0.530. (2) The reactants are [C:1]([O:4][C@H:5]([CH3:30])[CH2:6][CH2:7][CH2:8][CH2:9][N:10]1[C:19](=[O:20])[C:18]2[N:17]([CH2:21][C:22]3[CH:27]=[CH:26][CH:25]=[CH:24][CH:23]=3)[C:16](Br)=[N:15][C:14]=2[N:13]([CH3:29])[C:11]1=[O:12])(=[O:3])[CH3:2].[C-:31]#[N:32].[K+]. The catalyst is CS(C)=O. The product is [C:1]([O:4][C@H:5]([CH3:30])[CH2:6][CH2:7][CH2:8][CH2:9][N:10]1[C:19](=[O:20])[C:18]2[N:17]([CH2:21][C:22]3[CH:27]=[CH:26][CH:25]=[CH:24][CH:23]=3)[C:16]([C:31]#[N:32])=[N:15][C:14]=2[N:13]([CH3:29])[C:11]1=[O:12])(=[O:3])[CH3:2]. The yield is 0.900. (3) The reactants are S([N:11]1[C:15]2[N:16]=[CH:17][C:18]3[N:19]([C:20]([C:23]45[CH2:30][CH2:29][C:26]([NH:31][S:32]([CH:35]6[CH2:37][CH2:36]6)(=[O:34])=[O:33])([CH2:27][CH2:28]4)[CH2:25][CH2:24]5)=[N:21][CH:22]=3)[C:14]=2[CH:13]=[CH:12]1)(C1C=CC(C)=CC=1)(=O)=O.[OH-].[Na+].CCOC(C)=O.[NH4+].[Cl-]. The catalyst is O1CCOCC1. The product is [C:20]1([C:23]23[CH2:24][CH2:25][C:26]([NH:31][S:32]([CH:35]4[CH2:37][CH2:36]4)(=[O:33])=[O:34])([CH2:27][CH2:28]2)[CH2:29][CH2:30]3)[N:19]2[C:14]3[CH:13]=[CH:12][NH:11][C:15]=3[N:16]=[CH:17][C:18]2=[CH:22][N:21]=1. The yield is 0.670. (4) The reactants are C([O:5][C:6](=[O:50])[C:7]1[CH:12]=[CH:11][CH:10]=[C:9]([CH2:13][CH:14]([NH:28][C:29](=[O:47])[CH2:30][N:31]2[CH2:36][CH2:35][N:34]([CH2:37][CH2:38][NH:39]C(OC(C)(C)C)=O)[CH2:33][CH2:32]2)[B:15]2[O:23]C3C(C)(C4CC(C3)C4(C)C)[O:16]2)[C:8]=1OC)(C)(C)C.B(Cl)(Cl)Cl. No catalyst specified. The product is [NH2:39][CH2:38][CH2:37][N:34]1[CH2:35][CH2:36][N:31]([CH2:30][C:29]([NH:28][CH:14]2[CH2:13][C:9]3[CH:10]=[CH:11][CH:12]=[C:7]([C:6]([OH:5])=[O:50])[C:8]=3[O:16][B:15]2[OH:23])=[O:47])[CH2:32][CH2:33]1. The yield is 0.0700. (5) The reactants are [C:1]1([C:7]2[C:15]3[CH:14]=[N:13][CH:12]=[N:11][C:10]=3[O:9][CH:8]=2)[CH:6]=[CH:5][CH:4]=[CH:3][CH:2]=1.[I:16]N1C(=O)CCC1=O. The catalyst is CC#N. The product is [I:16][C:8]1[O:9][C:10]2[N:11]=[CH:12][N:13]=[CH:14][C:15]=2[C:7]=1[C:1]1[CH:2]=[CH:3][CH:4]=[CH:5][CH:6]=1. The yield is 0.190. (6) The reactants are [Br:1][C:2]1[CH:6]=[N:5][N:4]([CH3:7])[C:3]=1[C:8]1[CH:9]=[C:10]([NH2:23])[CH:11]=[CH:12][C:13]=1[O:14][CH2:15][CH2:16][N:17]1[CH2:22][CH2:21][CH2:20][CH2:19][CH2:18]1.Cl[C:25]1[O:26][C:27]2[CH:33]=[CH:32][CH:31]=[CH:30][C:28]=2[N:29]=1.CCN(C(C)C)C(C)C. The catalyst is C(O)(C)C. The product is [O:26]1[C:27]2[CH:33]=[CH:32][CH:31]=[CH:30][C:28]=2[N:29]=[C:25]1[NH:23][C:10]1[CH:11]=[CH:12][C:13]([O:14][CH2:15][CH2:16][N:17]2[CH2:18][CH2:19][CH2:20][CH2:21][CH2:22]2)=[C:8]([C:3]2[N:4]([CH3:7])[N:5]=[CH:6][C:2]=2[Br:1])[CH:9]=1. The yield is 0.184. (7) The catalyst is O1CCOCC1. The yield is 0.370. The reactants are [CH:1]([C:4]1[CH:5]=[CH:6][C:7]2[C:12]([NH:13][C:14]3[CH:19]=[C:18]([NH:20][C:21](=[O:42])[C:22]4[CH:27]=[CH:26][CH:25]=[C:24]([NH:28][C:29]5[C:30]6[CH:38]=[CH:37][C:36]([CH:39]([CH3:41])[CH3:40])=[N:35][C:31]=6[N:32]=[CH:33][N:34]=5)[CH:23]=4)[CH:17]=[CH:16][C:15]=3[S:43][C:44]3[CH:49]=[CH:48][C:47]([NH:50]C(=O)OC(C)(C)C)=[CH:46][CH:45]=3)=[N:11][CH:10]=[N:9][C:8]=2[N:58]=1)([CH3:3])[CH3:2].Cl. The product is [NH2:50][C:47]1[CH:48]=[CH:49][C:44]([S:43][C:15]2[CH:16]=[CH:17][C:18]([NH:20][C:21](=[O:42])[C:22]3[CH:27]=[CH:26][CH:25]=[C:24]([NH:28][C:29]4[C:30]5[CH:38]=[CH:37][C:36]([CH:39]([CH3:41])[CH3:40])=[N:35][C:31]=5[N:32]=[CH:33][N:34]=4)[CH:23]=3)=[CH:19][C:14]=2[NH:13][C:12]2[C:7]3[CH:6]=[CH:5][C:4]([CH:1]([CH3:3])[CH3:2])=[N:58][C:8]=3[N:9]=[CH:10][N:11]=2)=[CH:45][CH:46]=1.